This data is from Full USPTO retrosynthesis dataset with 1.9M reactions from patents (1976-2016). The task is: Predict the reactants needed to synthesize the given product. (1) Given the product [CH2:44]([N:51]1[C@@H:56]2[C@H:57]([C:59]3[N:60]=[N:61][N:62]([CH2:64][C:65](=[O:67])[N:8]([CH3:9])[CH3:1])[N:63]=3)[CH2:58][C@@:52]1([C:84]1[CH:89]=[CH:88][CH:87]=[CH:86][CH:85]=1)[C@H:53]([O:68][CH2:69][C:70]1[CH:75]=[C:74]([C:76]([F:79])([F:77])[F:78])[CH:73]=[C:72]([C:80]([F:83])([F:82])[F:81])[CH:71]=1)[CH2:54][CH2:55]2)[C:45]1[CH:50]=[CH:49][CH:48]=[CH:47][CH:46]=1, predict the reactants needed to synthesize it. The reactants are: [CH2:1]([N:8]1[C@@H]2[C@H](C(N)=O)C[C@@:9]1(C1C=CC=CC=1)[C@H](OCC1C=C(C(F)(F)F)C=C(C(F)(F)F)C=1)CC2)C1C=CC=CC=1.CNC.[CH2:44]([N:51]1[C@@H:56]2[C@H:57]([C:59]3[N:60]=[N:61][N:62]([CH2:64][C:65]([OH:67])=O)[N:63]=3)[CH2:58][C@@:52]1([C:84]1[CH:89]=[CH:88][CH:87]=[CH:86][CH:85]=1)[C@H:53]([O:68][CH2:69][C:70]1[CH:75]=[C:74]([C:76]([F:79])([F:78])[F:77])[CH:73]=[C:72]([C:80]([F:83])([F:82])[F:81])[CH:71]=1)[CH2:54][CH2:55]2)[C:45]1[CH:50]=[CH:49][CH:48]=[CH:47][CH:46]=1. (2) Given the product [CH3:1][C@H:2]1[CH2:7][N:6]([C:16]2[CH:21]=[CH:20][CH:19]=[CH:18][N:17]=2)[CH2:5][CH2:4][N:3]1[C:8]([O:10][C:11]([CH3:13])([CH3:12])[CH3:14])=[O:9], predict the reactants needed to synthesize it. The reactants are: [CH3:1][C@H:2]1[CH2:7][NH:6][CH2:5][CH2:4][N:3]1[C:8]([O:10][C:11]([CH3:14])([CH3:13])[CH3:12])=[O:9].Br[C:16]1[CH:21]=[CH:20][CH:19]=[CH:18][N:17]=1.CCN(C(C)C)C(C)C. (3) The reactants are: [F:1][C:2]1[CH:3]=[C:4]([CH:13]=[CH:14][C:15]=1[F:16])[CH2:5][N:6]1[CH2:11][CH2:10][CH:9](N)[CH2:8][CH2:7]1.C([N:19](CC)CC)C.C[O:25][C:26](=O)[CH2:27][CH2:28][C:29](Cl)=O.[OH2:33].[NH2:34][NH2:35]. Given the product [F:1][C:2]1[CH:3]=[C:4]([CH:13]=[CH:14][C:15]=1[F:16])[CH2:5][N:6]1[CH2:11][CH2:10][CH2:9][CH2:8][CH:7]1[NH:19][C:26](=[O:25])[CH2:27][CH2:28][C:29]([NH:34][NH2:35])=[O:33], predict the reactants needed to synthesize it. (4) Given the product [CH3:1][C:2]1[C:3]([I:24])=[C:4]([OH:23])[CH:5]=[C:6]([CH3:22])[C:7]=1[CH2:8][C:9]1[CH:14]=[CH:13][C:12]([O:15][CH2:16][O:17][CH3:18])=[C:11]([CH:19]([CH3:20])[CH3:21])[CH:10]=1, predict the reactants needed to synthesize it. The reactants are: [CH3:1][C:2]1[CH:3]=[C:4]([OH:23])[CH:5]=[C:6]([CH3:22])[C:7]=1[CH2:8][C:9]1[CH:14]=[CH:13][C:12]([O:15][CH2:16][O:17][CH3:18])=[C:11]([CH:19]([CH3:21])[CH3:20])[CH:10]=1.[I-:24].[K+].II. (5) Given the product [F:42][C:41]([F:44])([F:43])[S:38]([O:21][C:10]1[CH:9]=[C:8]([C:5]2[CH:4]=[CH:3][C:2]([Cl:1])=[CH:7][CH:6]=2)[N:12]([C:13]2[CH:18]=[CH:17][CH:16]=[CH:15][C:14]=2[O:19][CH3:20])[N:11]=1)(=[O:40])=[O:39], predict the reactants needed to synthesize it. The reactants are: [Cl:1][C:2]1[CH:7]=[CH:6][C:5]([C:8]2[N:12]([C:13]3[CH:18]=[CH:17][CH:16]=[CH:15][C:14]=3[O:19][CH3:20])[NH:11][C:10](=[O:21])[CH:9]=2)=[CH:4][CH:3]=1.CCN(C(C)C)C(C)C.C1C=CC(N([S:38]([C:41]([F:44])([F:43])[F:42])(=[O:40])=[O:39])[S:38]([C:41]([F:44])([F:43])[F:42])(=[O:40])=[O:39])=CC=1. (6) Given the product [CH:18]1([N:13]2[CH2:14][CH2:15][C:16]3=[CH:17][N:8]([C:5]4[CH:6]=[CH:7][C:2]([N:24]5[CH2:25][CH2:26][O:22][C:23]5=[O:27])=[CH:3][CH:4]=4)[N:9]=[C:10]3[CH2:11][CH2:12]2)[CH2:21][CH2:20][CH2:19]1, predict the reactants needed to synthesize it. The reactants are: Br[C:2]1[CH:7]=[CH:6][C:5]([N:8]2[CH:17]=[C:16]3[C:10]([CH2:11][CH2:12][N:13]([CH:18]4[CH2:21][CH2:20][CH2:19]4)[CH2:14][CH2:15]3)=[N:9]2)=[CH:4][CH:3]=1.[O:22]1[CH2:26][CH2:25][NH:24][C:23]1=[O:27].C(=O)([O-])[O-].[K+].[K+].CNCCNC. (7) Given the product [Br:1][C:2]1[CH:6]=[N:5][N:4]([CH3:7])[C:3]=1[C:8]1[CH:9]=[C:10]([NH:20][C:29]([NH:28][C:25]2[CH:26]=[CH:27][C:22]([F:21])=[CH:23][CH:24]=2)=[O:30])[CH:11]=[CH:12][C:13]=1[O:14][CH2:15][CH2:16][N:17]([CH3:18])[CH3:19], predict the reactants needed to synthesize it. The reactants are: [Br:1][C:2]1[CH:6]=[N:5][N:4]([CH3:7])[C:3]=1[C:8]1[CH:9]=[C:10]([NH2:20])[CH:11]=[CH:12][C:13]=1[O:14][CH2:15][CH2:16][N:17]([CH3:19])[CH3:18].[F:21][C:22]1[CH:27]=[CH:26][C:25]([N:28]=[C:29]=[O:30])=[CH:24][CH:23]=1.